Predict the reactants needed to synthesize the given product. From a dataset of Full USPTO retrosynthesis dataset with 1.9M reactions from patents (1976-2016). (1) The reactants are: [C:1]([O:5][C:6]([N:8]1[CH2:12][C@H:11]([CH2:13][NH:14][C:15]2[CH:20]=[CH:19][C:18]([Cl:21])=[CH:17][CH:16]=2)[C@@H:10]([CH2:22][C:23]2[CH:28]=[CH:27][CH:26]=[CH:25][CH:24]=2)[CH2:9]1)=[O:7])([CH3:4])([CH3:3])[CH3:2].[C:29]1([S:35](Cl)(=[O:37])=[O:36])[CH:34]=[CH:33][CH:32]=[CH:31][CH:30]=1.C(N(C(C)C)C(C)C)C. Given the product [C:1]([O:5][C:6]([N:8]1[CH2:9][C@@H:10]([CH2:22][C:23]2[CH:24]=[CH:25][CH:26]=[CH:27][CH:28]=2)[C@@H:11]([CH2:13][N:14]([S:35]([C:29]2[CH:34]=[CH:33][CH:32]=[CH:31][CH:30]=2)(=[O:37])=[O:36])[C:15]2[CH:16]=[CH:17][C:18]([Cl:21])=[CH:19][CH:20]=2)[CH2:12]1)=[O:7])([CH3:4])([CH3:2])[CH3:3], predict the reactants needed to synthesize it. (2) Given the product [C:6]([O:8][CH:9]([CH3:10])[CH2:11][O:16][CH3:17])(=[O:5])[CH3:7].[C:1]([O:5][CH:6]([O:8][CH2:9][CH3:10])[CH3:7])(=[O:4])[CH:2]=[CH2:3].[C:11]([O:16][CH2:17][CH:18]1[O:20][CH2:19]1)(=[O:15])[C:12]([CH3:14])=[CH2:13].[C:21]([O:26][CH2:27][C:28]1[CH:29]=[CH:30][CH:31]=[CH:32][CH:33]=1)(=[O:25])[C:22]([CH3:24])=[CH2:23], predict the reactants needed to synthesize it. The reactants are: [C:1]([O:5][CH:6]([O:8][CH2:9][CH3:10])[CH3:7])(=[O:4])[CH:2]=[CH2:3].[C:11]([O:16][CH2:17][CH:18]1[O:20][CH2:19]1)(=[O:15])[C:12]([CH3:14])=[CH2:13].[C:21]([O:26][CH2:27][C:28]1[CH:33]=[CH:32][CH:31]=[CH:30][CH:29]=1)(=[O:25])[C:22]([CH3:24])=[CH2:23].N(C(C)(CC)C([O-])=O)=NC(C)(CC)C([O-])=O.